Dataset: Full USPTO retrosynthesis dataset with 1.9M reactions from patents (1976-2016). Task: Predict the reactants needed to synthesize the given product. (1) Given the product [C:1]([O:5][C:6]([N:8]1[C@H:17]([C:18](=[O:40])[NH:19][C@H:20]([C:36]([O:38][CH3:39])=[O:37])[CH2:21][C:22]2[CH:23]=[CH:24][C:25]([C:28]3[CH:33]=[CH:32][N:31]=[C:30]([CH3:34])[C:29]=3[CH3:35])=[CH:26][CH:27]=2)[CH2:16][C:15]2[CH:14]=[C:13]3[O:41][CH2:42][C@H:43]([C:45]4[CH:50]=[CH:49][CH:48]=[C:47]([O:51][CH2:58][CH:52]5[CH2:57][CH2:56][CH2:55][CH2:54][CH2:53]5)[CH:46]=4)[O:44][C:12]3=[CH:11][C:10]=2[CH2:9]1)=[O:7])([CH3:4])([CH3:2])[CH3:3], predict the reactants needed to synthesize it. The reactants are: [C:1]([O:5][C:6]([N:8]1[C@H:17]([C:18](=[O:40])[NH:19][C@H:20]([C:36]([O:38][CH3:39])=[O:37])[CH2:21][C:22]2[CH:27]=[CH:26][C:25]([C:28]3[CH:33]=[CH:32][N:31]=[C:30]([CH3:34])[C:29]=3[CH3:35])=[CH:24][CH:23]=2)[CH2:16][C:15]2[CH:14]=[C:13]3[O:41][CH2:42][C@H:43]([C:45]4[CH:50]=[CH:49][CH:48]=[C:47]([OH:51])[CH:46]=4)[O:44][C:12]3=[CH:11][C:10]=2[CH2:9]1)=[O:7])([CH3:4])([CH3:3])[CH3:2].[CH:52]1([CH2:58]O)[CH2:57][CH2:56][CH2:55][CH2:54][CH2:53]1.C1(P(C2C=CC=CC=2)C2C=CC=CC=2)C=CC=CC=1.N(C(OCC(C)C)=O)=NC(OCC(C)C)=O. (2) Given the product [NH:19]([C:3](=[O:2])[C:4]([NH:6][C:7]1[CH:8]=[C:9]([CH:14]=[CH:15][CH:16]=1)[C:10]([O:12][CH3:13])=[O:11])=[O:5])[NH2:20], predict the reactants needed to synthesize it. The reactants are: C[O:2][C:3](=O)[C:4]([NH:6][C:7]1[CH:8]=[C:9]([CH:14]=[CH:15][CH:16]=1)[C:10]([O:12][CH3:13])=[O:11])=[O:5].O.[NH2:19][NH2:20]. (3) Given the product [CH2:1]([N:5]1[C:23](=[O:22])[C:25]2[C:26]3[CH2:34][CH:33]([CH3:35])[CH2:32][CH2:31][C:27]=3[S:28][C:29]=2[N:30]=[C:6]1[C:7]1[CH:12]=[C:11]([O:13][CH3:14])[C:10]([O:15][CH3:16])=[C:9]([O:17][CH3:18])[CH:8]=1)[CH2:2][CH2:3][CH3:4], predict the reactants needed to synthesize it. The reactants are: [CH2:1]([NH:5][C:6](=O)[C:7]1[CH:12]=[C:11]([O:13][CH3:14])[C:10]([O:15][CH3:16])=[C:9]([O:17][CH3:18])[CH:8]=1)[CH2:2][CH2:3][CH3:4].C([O:22][C:23]([C:25]1[C:26]2[CH2:34][CH:33]([CH3:35])[CH2:32][CH2:31][C:27]=2[S:28][C:29]=1[NH2:30])=O)C. (4) Given the product [C:19]1([CH:20]([C:2]2[CH:3]=[CH:4][CH:5]=[CH:6][CH:7]=2)[OH:21])[CH:22]=[CH:23][CH:24]=[CH:25][CH:18]=1, predict the reactants needed to synthesize it. The reactants are: Br[C:2]1[CH:7]=[CH:6][C:5](SCC)=[CH:4][CH:3]=1.[Mg].II.COCO[C:18]1[CH:25]=[CH:24][CH:23]=[CH:22][C:19]=1[CH:20]=[O:21].[Cl-].[NH4+]. (5) Given the product [C:1]([C:3]([CH3:27])([CH:8]([C:19]1[CH:24]=[CH:23][CH:22]=[CH:21][C:20]=1[O:25][CH3:26])[C:9]1[CH:10]=[N:11][C:12]2[C:17]([CH:18]=1)=[CH:16][CH:15]=[CH:14][CH:13]=2)[C:4]([OH:6])=[O:5])#[N:2], predict the reactants needed to synthesize it. The reactants are: [C:1]([C:3]([CH3:27])([CH:8]([C:19]1[CH:24]=[CH:23][CH:22]=[CH:21][C:20]=1[O:25][CH3:26])[C:9]1[CH:10]=[N:11][C:12]2[C:17]([CH:18]=1)=[CH:16][CH:15]=[CH:14][CH:13]=2)[C:4]([O:6]C)=[O:5])#[N:2].[OH-].[Na+].